Dataset: Forward reaction prediction with 1.9M reactions from USPTO patents (1976-2016). Task: Predict the product of the given reaction. The product is: [CH3:1][S:2]([C:5]1[CH:6]=[C:7]([N:8]=[C:26]=[O:27])[CH:9]=[CH:10][C:11]=1[O:12][C:13]([F:14])([F:15])[F:16])(=[O:4])=[O:3]. Given the reactants [CH3:1][S:2]([C:5]1[CH:6]=[C:7]([CH:9]=[CH:10][C:11]=1[O:12][C:13]([F:16])([F:15])[F:14])[NH2:8])(=[O:4])=[O:3].Cl.C1(C)C=CC=CC=1.Cl[C:26](OC(Cl)(Cl)Cl)=[O:27], predict the reaction product.